The task is: Predict the reaction yield, written as a fraction of the theoretical maximum amount of product (1.0 means a 100% yield; for example, 0.34 means a 34% yield).. This data is from Reaction yield outcomes from USPTO patents with 853,638 reactions. (1) The reactants are [Cl:1][C:2]1[CH:7]=[CH:6][C:5]([C:8]2[C:12]([CH2:13][O:14][C:15]3[CH:23]=[CH:22][C:18]([C:19]([OH:21])=O)=[CH:17][N:16]=3)=[CH:11][O:10][N:9]=2)=[CH:4][CH:3]=1.[NH2:24][CH:25]1[CH2:28][N:27]([C:29]([O:31][C:32]([CH3:35])([CH3:34])[CH3:33])=[O:30])[CH2:26]1. No catalyst specified. The product is [C:32]([O:31][C:29]([N:27]1[CH2:28][CH:25]([NH:24][C:19]([C:18]2[CH:17]=[N:16][C:15]([O:14][CH2:13][C:12]3[C:8]([C:5]4[CH:4]=[CH:3][C:2]([Cl:1])=[CH:7][CH:6]=4)=[N:9][O:10][CH:11]=3)=[CH:23][CH:22]=2)=[O:21])[CH2:26]1)=[O:30])([CH3:35])([CH3:33])[CH3:34]. The yield is 0.680. (2) The catalyst is C(OCC)(=O)C.CN(C)C=O. The product is [F:1][C:2]1[CH:3]=[C:4]([CH:5]=[CH:6][C:7]=1[F:8])[O:9][C:15]1[C:16]([C:19]#[N:20])=[N:17][CH:18]=[C:13]([S:24][C:25]2[CH:30]=[CH:29][CH:28]=[CH:27][N:26]=2)[CH:14]=1. The yield is 0.740. The reactants are [F:1][C:2]1[CH:3]=[C:4]([OH:9])[CH:5]=[CH:6][C:7]=1[F:8].[H-].[Na+].Br[C:13]1[CH:14]=[C:15]([N+]([O-])=O)[C:16]([C:19]#[N:20])=[N:17][CH:18]=1.[SH:24][C:25]1[CH:30]=[CH:29][CH:28]=[CH:27][N:26]=1.[Cl-].[NH4+]. (3) The reactants are [ClH:1].[CH2:2]([O:6][C:7]1([C:31]2[CH:36]=[CH:35][CH:34]=[CH:33][C:32]=2[CH3:37])[CH2:10][N:9]([C:11](=[O:30])[C@H:12]([NH:22]C(=O)OC(C)(C)C)[CH2:13][C:14]2[CH:19]=[CH:18][C:17]([O:20][CH3:21])=[CH:16][CH:15]=2)[CH2:8]1)[CH2:3][CH2:4][CH3:5]. The catalyst is C(OCC)(=O)C. The product is [ClH:1].[NH2:22][C@H:12]([CH2:13][C:14]1[CH:15]=[CH:16][C:17]([O:20][CH3:21])=[CH:18][CH:19]=1)[C:11]([N:9]1[CH2:8][C:7]([O:6][CH2:2][CH2:3][CH2:4][CH3:5])([C:31]2[CH:36]=[CH:35][CH:34]=[CH:33][C:32]=2[CH3:37])[CH2:10]1)=[O:30]. The yield is 0.820. (4) The reactants are [CH3:1][N:2]1[C:10]2[N:9]=[C:8]([O:11][CH2:12][CH2:13][O:14][C:15]3[CH:20]=[CH:19][CH:18]=[C:17]([O:21][C:22]([F:25])([F:24])[F:23])[CH:16]=3)[N:7](COCC[Si](C)(C)C)[C:6]=2[C:5](=[O:34])[N:4]([CH2:35][CH2:36][CH2:37][O:38][CH:39]2[CH2:44][CH2:43][CH2:42][CH2:41][O:40]2)[C:3]1=[O:45].CCCC[N+](CCCC)(CCCC)CCCC.[F-]. The catalyst is C1COCC1. The product is [CH3:1][N:2]1[C:10]2[N:9]=[C:8]([O:11][CH2:12][CH2:13][O:14][C:15]3[CH:20]=[CH:19][CH:18]=[C:17]([O:21][C:22]([F:24])([F:23])[F:25])[CH:16]=3)[NH:7][C:6]=2[C:5](=[O:34])[N:4]([CH2:35][CH2:36][CH2:37][O:38][CH:39]2[CH2:44][CH2:43][CH2:42][CH2:41][O:40]2)[C:3]1=[O:45]. The yield is 0.937. (5) The reactants are [CH:1]1([C:4]2[CH:9]=[CH:8][CH:7]=[C:6]([CH:10]3OCC[O:11]3)[N:5]=2)[CH2:3][CH2:2]1. The catalyst is Cl.C1COCC1. The product is [CH:1]1([C:4]2[N:5]=[C:6]([CH:10]=[O:11])[CH:7]=[CH:8][CH:9]=2)[CH2:3][CH2:2]1. The yield is 0.850.